Dataset: Catalyst prediction with 721,799 reactions and 888 catalyst types from USPTO. Task: Predict which catalyst facilitates the given reaction. (1) Reactant: Cl.[C@@H:2]12[N:9]([CH2:10][C@@H:11]([C:13]3[C:14]([CH3:23])=[C:15]4[C:19](=[CH:20][CH:21]=3)[C:18](=[O:22])[O:17][CH2:16]4)[OH:12])[C@@H:6](CC1)[CH2:5][NH:4][CH2:3]2.[CH3:24][C@@H:25]1[CH2:34][C:33]2[C:28](=[CH:29][CH:30]=[C:31]([CH:35]3[CH2:37][O:36]3)[CH:32]=2)[C:27](=[O:38])[O:26]1.CCN(C(C)C)C(C)C. Product: [OH:36][CH:35]([C:31]1[CH:32]=[C:33]2[C:28](=[CH:29][CH:30]=1)[C:27](=[O:38])[O:26][C@H:25]([CH3:24])[CH2:34]2)[CH2:37][N:4]1[CH2:3][CH2:2][N:9]([CH2:10][C@@H:11]([OH:12])[C:13]2[C:14]([CH3:23])=[C:15]3[C:19](=[CH:20][CH:21]=2)[C:18](=[O:22])[O:17][CH2:16]3)[CH2:6][CH2:5]1. The catalyst class is: 8. (2) Reactant: [CH3:1][C:2]1([CH3:18])[C:6]([CH3:8])([CH3:7])[O:5][B:4]([CH:9]=[CH:10][CH:11]([OH:17])[CH2:12][CH2:13][CH2:14][CH2:15][CH3:16])[O:3]1.[H-].[Na+].[CH2:21](Br)[CH:22]=[CH2:23]. Product: [CH2:23]([O:17][CH:11]([CH2:12][CH2:13][CH2:14][CH2:15][CH3:16])/[CH:10]=[CH:9]/[B:4]1[O:3][C:2]([CH3:1])([CH3:18])[C:6]([CH3:7])([CH3:8])[O:5]1)[CH:22]=[CH2:21]. The catalyst class is: 1.